This data is from Reaction yield outcomes from USPTO patents with 853,638 reactions. The task is: Predict the reaction yield, written as a fraction of the theoretical maximum amount of product (1.0 means a 100% yield; for example, 0.34 means a 34% yield). (1) The reactants are [CH2:1]([C@H:3]1[C@@H:7]([C:8]2[N:12]3[C:13]4[CH:19]=[CH:18][N:17]([S:20]([C:23]5[CH:29]=[CH:28][C:26]([CH3:27])=[CH:25][CH:24]=5)(=[O:22])=[O:21])[C:14]=4[N:15]=[CH:16][C:11]3=[N:10][N:9]=2)[CH2:6][C@@H:5]([NH2:30])[CH2:4]1)[CH3:2].CCN(C(C)C)C(C)C.[CH3:40][C:41]([S:44](Cl)=[O:45])([CH3:43])[CH3:42].ClC1C=CC=C(C(OO)=[O:55])C=1. The catalyst is C(Cl)Cl.CCOC(C)=O.C([O-])(O)=O.[Na+]. The product is [CH2:1]([C@H:3]1[C@@H:7]([C:8]2[N:12]3[C:13]4[CH:19]=[CH:18][N:17]([S:20]([C:23]5[CH:24]=[CH:25][C:26]([CH3:27])=[CH:28][CH:29]=5)(=[O:22])=[O:21])[C:14]=4[N:15]=[CH:16][C:11]3=[N:10][N:9]=2)[CH2:6][C@@H:5]([NH:30][S:44]([C:41]([CH3:43])([CH3:42])[CH3:40])(=[O:45])=[O:55])[CH2:4]1)[CH3:2]. The yield is 0.640. (2) The reactants are Cl[CH2:2][CH2:3][CH2:4][C:5](=O)[CH3:6].[C-:8]#[N:9].[Na+].C([O-])(=O)C.[NH4+:15].[OH-].[Na+]. The catalyst is C(OCC)(=O)C.CO.O. The product is [C:8]([C:3]1([CH3:2])[CH2:4][CH2:5][CH2:6][NH:15]1)#[N:9].[CH3:6][C:5]1[CH2:4][CH2:3][CH2:2][N:9]=1. The yield is 0.620. (3) The reactants are [F:1][C:2]([F:11])([F:10])[C:3]1[CH:8]=[CH:7][N:6]=[C:5]([NH2:9])[CH:4]=1.Cl[C:13](=[CH:19]O)[C:14]([O:16]CC)=[O:15].O.[Li+].[OH-]. The catalyst is CCO. The product is [F:11][C:2]([F:1])([F:10])[C:3]1[CH:8]=[CH:7][N:6]2[C:13]([C:14]([OH:16])=[O:15])=[CH:19][N:9]=[C:5]2[CH:4]=1. The yield is 0.930. (4) The reactants are [CH3:1][O:2][C:3]1[C:4]2[CH2:12][NH:11][CH2:10][CH2:9][C:5]=2[N:6]=[CH:7][N:8]=1.Br[C:14]1[CH:15]=[N:16][CH:17]=[C:18]([C:20]([F:23])([F:22])[F:21])[CH:19]=1.C(=O)([O-])[O-].[Cs+].[Cs+].CC(C1C=C(C(C)C)C(C2C=CC=CC=2P(C2CCCCC2)C2CCCCC2)=C(C(C)C)C=1)C. The catalyst is C1C=CC(/C=C/C(/C=C/C2C=CC=CC=2)=O)=CC=1.C1C=CC(/C=C/C(/C=C/C2C=CC=CC=2)=O)=CC=1.C1C=CC(/C=C/C(/C=C/C2C=CC=CC=2)=O)=CC=1.[Pd].[Pd].O1CCOCC1. The product is [CH3:1][O:2][C:3]1[C:4]2[CH2:12][N:11]([C:14]3[CH:15]=[N:16][CH:17]=[C:18]([C:20]([F:23])([F:22])[F:21])[CH:19]=3)[CH2:10][CH2:9][C:5]=2[N:6]=[CH:7][N:8]=1. The yield is 0.340. (5) The reactants are Cl.[F:2][C:3]1[CH:4]=[C:5]([C@@H:9]2[NH:13][C@@:12]([CH2:15][OH:16])([CH3:14])[CH2:11][CH2:10]2)[CH:6]=[N:7][CH:8]=1.Cl[C:18]1[CH:23]=[CH:22][N:21]2[N:24]=[CH:25][C:26]([C:27]([O:29][CH2:30][CH3:31])=[O:28])=[C:20]2[N:19]=1.CCN(C(C)C)C(C)C. The catalyst is C(O)(C)C. The product is [F:2][C:3]1[CH:4]=[C:5]([C@@H:9]2[N:13]([C:18]3[CH:23]=[CH:22][N:21]4[N:24]=[CH:25][C:26]([C:27]([O:29][CH2:30][CH3:31])=[O:28])=[C:20]4[N:19]=3)[C@@:12]([CH2:15][OH:16])([CH3:14])[CH2:11][CH2:10]2)[CH:6]=[N:7][CH:8]=1. The yield is 0.250. (6) The reactants are Br[C:2]1[CH:3]=[CH:4][C:5]([C:8]#[N:9])=[N:6][CH:7]=1.[F:10][C:11]([F:22])([F:21])[C:12]1[CH:18]=[C:17]([O:19][CH3:20])[CH:16]=[CH:15][C:13]=1[NH2:14]. No catalyst specified. The product is [CH3:20][O:19][C:17]1[CH:16]=[CH:15][C:13]([NH:14][C:2]2[CH:3]=[CH:4][C:5]([C:8]#[N:9])=[N:6][CH:7]=2)=[C:12]([C:11]([F:10])([F:21])[F:22])[CH:18]=1. The yield is 0.974. (7) The reactants are Br.[CH3:2][C:3]1[N:4]=[C:5]([CH3:28])[C:6]2[N:7]([CH:9]=[C:10]([C:12]3[C:13](=[O:27])[O:14][C:15]4[C:20]([CH:21]=3)=[CH:19][CH:18]=[C:17]([CH2:22][CH2:23][CH2:24][CH2:25][OH:26])[CH:16]=4)[N:11]=2)[CH:8]=1.C(N(C(C)C)CC)(C)C.[CH3:38][S:39](Cl)(=[O:41])=[O:40]. The catalyst is C(Cl)Cl. The product is [CH3:38][S:39]([O:26][CH2:25][CH2:24][CH2:23][CH2:22][C:17]1[CH:16]=[C:15]2[C:20]([CH:21]=[C:12]([C:10]3[N:11]=[C:6]4[C:5]([CH3:28])=[N:4][C:3]([CH3:2])=[CH:8][N:7]4[CH:9]=3)[C:13](=[O:27])[O:14]2)=[CH:19][CH:18]=1)(=[O:41])=[O:40]. The yield is 0.800. (8) The reactants are [CH3:1][O:2][C:3]1[CH:11]=[CH:10][CH:9]=[C:8]2[C:4]=1[C:5]([NH2:12])=[N:6][NH:7]2.CC(N(CC1C=CC(CN2C3C(=C(OC)C=CC=3)C(NS(C3SC(Cl)=CC=3)(=O)=O)=N2)=CC=1)C(=O)[O-])(C)C.[OH-].[K+].Cl[CH2:53][C:54]1[CH:62]=[CH:61][C:57]([C:58]([NH2:60])=[O:59])=[CH:56][CH:55]=1. The catalyst is CS(C)=O.O. The product is [NH2:12][C:5]1[C:4]2[C:8](=[CH:9][CH:10]=[CH:11][C:3]=2[O:2][CH3:1])[N:7]([CH2:53][C:54]2[CH:62]=[CH:61][C:57]([C:58]([NH2:60])=[O:59])=[CH:56][CH:55]=2)[N:6]=1. The yield is 0.800. (9) The reactants are [Br:1][C:2]1[CH:7]=[CH:6][C:5]([C@@H:8]([CH3:11])[CH2:9]O)=[C:4]([F:12])[CH:3]=1.[C:13]1(=[O:23])[NH:17][C:16](=[O:18])[C:15]2=[CH:19][CH:20]=[CH:21][CH:22]=[C:14]12. No catalyst specified. The product is [Br:1][C:2]1[CH:7]=[CH:6][C:5]([C@@H:8]([CH3:11])[CH2:9][N:17]2[C:13](=[O:23])[C:14]3[C:15](=[CH:19][CH:20]=[CH:21][CH:22]=3)[C:16]2=[O:18])=[C:4]([F:12])[CH:3]=1. The yield is 0.690. (10) The reactants are [Cl:1][C:2]1[CH:7]=[CH:6][C:5]([C:8]2[C:9]([OH:15])=[CH:10][CH:11]=[CH:12][C:13]=2[F:14])=[C:4]([CH3:16])[CH:3]=1.C(=O)([O-])[O-].[K+].[K+].[CH2:23](Br)[CH:24]=[CH2:25]. The catalyst is CS(C)=O. The product is [CH2:25]([O:15][C:9]1[CH:10]=[CH:11][CH:12]=[C:13]([F:14])[C:8]=1[C:5]1[CH:6]=[CH:7][C:2]([Cl:1])=[CH:3][C:4]=1[CH3:16])[CH:24]=[CH2:23]. The yield is 0.660.